This data is from Full USPTO retrosynthesis dataset with 1.9M reactions from patents (1976-2016). The task is: Predict the reactants needed to synthesize the given product. (1) Given the product [CH2:1]([O:3][C:4]([C:6]1[NH:7][C:8]2[C:13]([C:14]=1[C:33]1[CH:34]=[CH:35][C:30]([O:29][CH:26]([CH3:28])[CH3:27])=[CH:31][CH:32]=1)=[CH:12][C:11]([C:16]1[CH:21]=[CH:20][C:19]([C:22]([CH3:25])([CH3:24])[CH3:23])=[CH:18][CH:17]=1)=[CH:10][CH:9]=2)=[O:5])[CH3:2], predict the reactants needed to synthesize it. The reactants are: [CH2:1]([O:3][C:4]([C:6]1[NH:7][C:8]2[C:13]([C:14]=1I)=[CH:12][C:11]([C:16]1[CH:21]=[CH:20][C:19]([C:22]([CH3:25])([CH3:24])[CH3:23])=[CH:18][CH:17]=1)=[CH:10][CH:9]=2)=[O:5])[CH3:2].[CH:26]([O:29][C:30]1[CH:35]=[CH:34][C:33](B(O)O)=[CH:32][CH:31]=1)([CH3:28])[CH3:27].[O-]P([O-])([O-])=O.[K+].[K+].[K+].C([O-])(O)=O.[Na+]. (2) The reactants are: [CH3:1][N:2]1[CH2:7][CH2:6][N:5]2[N:8]=[C:9]([NH2:11])[CH:10]=[C:4]2[CH2:3]1.Br[C:13]1[C:14](=[O:21])[N:15]([CH3:20])[CH:16]=[C:17]([Br:19])[CH:18]=1.C1(P(C2C=CC=CC=2)C2(P(C3C=CC=CC=3)C3C=CC=CC=3)CC=C3C(C=CC=C3)=C2C2C3C(=CC=CC=3)C=CC=2)C=CC=CC=1.C(=O)([O-])[O-].[Cs+].[Cs+]. Given the product [Br:19][C:17]1[CH:18]=[C:13]([NH:11][C:9]2[CH:10]=[C:4]3[CH2:3][N:2]([CH3:1])[CH2:7][CH2:6][N:5]3[N:8]=2)[C:14](=[O:21])[N:15]([CH3:20])[CH:16]=1, predict the reactants needed to synthesize it. (3) Given the product [NH2:13][C:10]1[CH:11]=[CH:12][C:7]([N:4]2[CH2:3][CH2:2][O:1][CH2:6][CH2:5]2)=[C:8]([OH:16])[CH:9]=1, predict the reactants needed to synthesize it. The reactants are: [O:1]1[CH2:6][CH2:5][N:4]([C:7]2[CH:12]=[CH:11][C:10]([N+:13]([O-])=O)=[CH:9][C:8]=2[OH:16])[CH2:3][CH2:2]1. (4) Given the product [Br:1][C:2]1[CH:3]=[CH:4][C:5]([C:8]2[N:11]=[C:12]([CH3:13])[O:10][N:9]=2)=[CH:6][CH:7]=1, predict the reactants needed to synthesize it. The reactants are: [Br:1][C:2]1[CH:7]=[CH:6][C:5]([C:8](=[NH:11])[NH:9][OH:10])=[CH:4][CH:3]=1.[C:12](OC(=O)C)(=O)[CH3:13]. (5) Given the product [CH2:3]([N:5]1[C:6]2[N:7]=[C:8]([S:15][CH3:16])[N:9]=[C:10]([CH3:14])[C:11]=2[CH:12]=[C:23]([C:24]2[NH:25][CH:26]=[N:30][CH:31]=2)[C:28]1=[NH:27])[CH3:4], predict the reactants needed to synthesize it. The reactants are: [OH-].[K+].[CH2:3]([NH:5][C:6]1[C:11]([CH:12]=O)=[C:10]([CH3:14])[N:9]=[C:8]([S:15][CH3:16])[N:7]=1)[CH3:4].C(N1[C:24]2[N:25]=[C:26]([NH:30][CH2:31]C)[N:27]=[C:28](C)[C:23]=2C=C(C2N(C(OC(C)(C)C)=O)C=CC=2)C1=O)C.N1C(CC#N)=CN=C1.